This data is from Catalyst prediction with 721,799 reactions and 888 catalyst types from USPTO. The task is: Predict which catalyst facilitates the given reaction. Reactant: C(Cl)CCl.C1C=CC2N(O)N=NC=2C=1.[NH:15]([CH2:18][CH3:19])[CH2:16][CH3:17].CCN(CC)CC.[CH2:27]([O:29][C:30]1[C:31]([C:58]([OH:60])=O)=[N:32][C:33]([C:42]2[CH:47]=[CH:46][C:45]([NH:48][C:49]([NH:51][C:52]3[CH:57]=[CH:56][CH:55]=[CH:54][CH:53]=3)=[O:50])=[CH:44][CH:43]=2)=[N:34][C:35]=1[N:36]1[CH2:41][CH2:40][O:39][CH2:38][CH2:37]1)[CH3:28]. Product: [CH2:16]([N:15]([CH2:18][CH3:19])[C:58]([C:31]1[C:30]([O:29][CH2:27][CH3:28])=[C:35]([N:36]2[CH2:41][CH2:40][O:39][CH2:38][CH2:37]2)[N:34]=[C:33]([C:42]2[CH:47]=[CH:46][C:45]([NH:48][C:49]([NH:51][C:52]3[CH:53]=[CH:54][CH:55]=[CH:56][CH:57]=3)=[O:50])=[CH:44][CH:43]=2)[N:32]=1)=[O:60])[CH3:17]. The catalyst class is: 3.